Dataset: Catalyst prediction with 721,799 reactions and 888 catalyst types from USPTO. Task: Predict which catalyst facilitates the given reaction. (1) Reactant: Br[C:2]1[N:3]([C:13]2[N:14]=[CH:15][N:16]=[C:17]([NH2:20])[C:18]=2[N:19]=1)[C@@H:4]1[O:12][C@H:9]([CH2:10][OH:11])[C@@H:7]([OH:8])[C@H:5]1[OH:6].[NH2:21][CH2:22][CH2:23][P:24](=[O:27])([O-:26])[O-:25].[OH-].[Na+]. Product: [P:24]([CH2:23][CH2:22][NH:21][C:2]1[N:3]([C:13]2[N:14]=[CH:15][N:16]=[C:17]([NH2:20])[C:18]=2[N:19]=1)[C@@H:4]1[O:12][C@H:9]([CH2:10][OH:11])[C@@H:7]([OH:8])[C@H:5]1[OH:6])([OH:27])([OH:26])=[O:25]. The catalyst class is: 40. (2) Reactant: Br[C:2]1[CH:7]=[CH:6][CH:5]=[C:4]([Br:8])[N:3]=1.[OH:9][CH:10]1[CH2:14][CH2:13][NH:12][CH2:11]1.C1CCN2C(=NCCC2)CC1. Product: [Br:8][C:4]1[CH:5]=[CH:6][CH:7]=[C:2]([N:12]2[CH2:13][CH2:14][CH:10]([OH:9])[CH2:11]2)[N:3]=1. The catalyst class is: 7. (3) Reactant: [C:1]([O:9][CH2:10][C:11]1[S:12][CH:13]=[C:14](/[CH:16]=[CH:17]/[C:18]2[C:19]([O:29]COC)=[N:20][N:21]([C:23]3[CH:28]=[CH:27][CH:26]=[CH:25][CH:24]=3)[CH:22]=2)[N:15]=1)(=[O:8])[C:2]1[CH:7]=[CH:6][CH:5]=[CH:4][CH:3]=1.Cl. Product: [C:1]([O:9][CH2:10][C:11]1[S:12][CH:13]=[C:14](/[CH:16]=[CH:17]/[C:18]2[C:19]([OH:29])=[N:20][N:21]([C:23]3[CH:24]=[CH:25][CH:26]=[CH:27][CH:28]=3)[CH:22]=2)[N:15]=1)(=[O:8])[C:2]1[CH:7]=[CH:6][CH:5]=[CH:4][CH:3]=1. The catalyst class is: 5. (4) Reactant: [CH:1]1([O:4][C:5]2[CH:6]=[C:7]([C:11]3[CH:16]=[CH:15][C:14]([C:17](OC)=[O:18])=[CH:13][C:12]=3[CH:21]3[CH2:25][CH2:24][CH2:23][C:22]3([CH3:27])[CH3:26])[CH:8]=[CH:9][CH:10]=2)[CH2:3][CH2:2]1.[H-].[H-].[H-].[H-].[Li+].[Al+3].[OH-].[Na+]. Product: [CH:1]1([O:4][C:5]2[CH:6]=[C:7]([C:11]3[CH:16]=[CH:15][C:14]([CH2:17][OH:18])=[CH:13][C:12]=3[CH:21]3[CH2:25][CH2:24][CH2:23][C:22]3([CH3:27])[CH3:26])[CH:8]=[CH:9][CH:10]=2)[CH2:3][CH2:2]1. The catalyst class is: 1. (5) Reactant: Cl[CH2:2][C:3]1[NH:7][C:6]2[CH:8]=[CH:9][CH:10]=[CH:11][C:5]=2[N:4]=1.[CH2:12]([CH:19]1[CH2:24][CH2:23][NH:22][CH2:21][CH2:20]1)[C:13]1[CH:18]=[CH:17][CH:16]=[CH:15][CH:14]=1.O. Product: [CH2:12]([CH:19]1[CH2:24][CH2:23][N:22]([CH2:2][C:3]2[NH:7][C:6]3[CH:8]=[CH:9][CH:10]=[CH:11][C:5]=3[N:4]=2)[CH2:21][CH2:20]1)[C:13]1[CH:18]=[CH:17][CH:16]=[CH:15][CH:14]=1. The catalyst class is: 3.